This data is from Reaction yield outcomes from USPTO patents with 853,638 reactions. The task is: Predict the reaction yield, written as a fraction of the theoretical maximum amount of product (1.0 means a 100% yield; for example, 0.34 means a 34% yield). (1) The reactants are [F:1][C:2]([F:29])([O:6][C:7]1[CH:8]=[C:9]([CH2:13][N:14]([CH2:22][C@@H:23]([OH:28])[C:24]([F:27])([F:26])[F:25])[C:15]2[CH:16]=[C:17]([OH:21])[CH:18]=[CH:19][CH:20]=2)[CH:10]=[CH:11][CH:12]=1)[CH:3]([F:5])[F:4].[F:30][C:31]([F:41])([F:40])[C:32]1[CH:33]=[C:34]([CH:37]=[CH:38][CH:39]=1)[CH2:35]Br.C(=O)([O-])[O-].[Cs+].[Cs+]. The catalyst is CC(C)=O. The product is [F:1][C:2]([F:29])([O:6][C:7]1[CH:8]=[C:9]([CH2:13][N:14]([C:15]2[CH:20]=[CH:19][CH:18]=[C:17]([O:21][CH2:35][C:34]3[CH:37]=[CH:38][CH:39]=[C:32]([C:31]([F:30])([F:40])[F:41])[CH:33]=3)[CH:16]=2)[CH2:22][C@@H:23]([OH:28])[C:24]([F:26])([F:27])[F:25])[CH:10]=[CH:11][CH:12]=1)[CH:3]([F:5])[F:4]. The yield is 0.450. (2) The reactants are Cl.[CH2:2]1[CH:6]2[CH2:7][NH:8][CH2:9][CH:5]2[CH2:4][N:3]1[C:10]([O:12][C:13]([CH3:16])([CH3:15])[CH3:14])=[O:11].C(N([CH2:22][CH3:23])CC)C. The catalyst is C(Cl)(Cl)Cl. The product is [CH2:7]1[CH:6]2[CH2:2][N:3]([C:10]([O:12][C:13]([CH3:16])([CH3:15])[CH3:14])=[O:11])[CH2:4][CH:5]2[CH2:9][N:8]1[C:10]([O:12][CH2:13][C:23]1[CH:22]=[CH:2][CH:6]=[CH:5][CH:4]=1)=[O:11]. The yield is 1.00. (3) The reactants are [N:1]([C:4]1[CH:14]=[CH:13][C:7]([C:8]([NH:10][CH2:11][CH3:12])=[O:9])=[CH:6][CH:5]=1)=[N+:2]=[N-:3].O=[C:16]([CH2:22][CH2:23][CH2:24][CH3:25])[CH2:17][C:18]([O:20]C)=[O:19].C[O-].[Na+].[OH-].[Na+]. The catalyst is CO.O. The product is [CH2:22]([C:16]1[N:1]([C:4]2[CH:5]=[CH:6][C:7]([C:8]([NH:10][CH2:11][CH3:12])=[O:9])=[CH:13][CH:14]=2)[N:2]=[N:3][C:17]=1[C:18]([OH:20])=[O:19])[CH2:23][CH2:24][CH3:25]. The yield is 0.990. (4) The reactants are [F:1][C:2]1[C:9]([O:10][C:11]([F:14])([F:13])[F:12])=[CH:8][CH:7]=[CH:6][C:3]=1[CH:4]=[O:5].[BH4-].[Na+]. The catalyst is CO. The product is [F:1][C:2]1[C:9]([O:10][C:11]([F:13])([F:14])[F:12])=[CH:8][CH:7]=[CH:6][C:3]=1[CH2:4][OH:5]. The yield is 0.960. (5) The reactants are [F:1][C:2]1[CH:7]=[CH:6][C:5]([C:8]2[O:9][C:10]3[CH:20]=[CH:19][C:18]([C:21]4[CH:22]=[C:23]([CH:27]=[CH:28][CH:29]=4)[C:24](O)=[O:25])=[CH:17][C:11]=3[C:12]=2[C:13](=[O:16])[NH:14][CH3:15])=[CH:4][CH:3]=1.CC1C=CC(S(O)(=O)=O)=CC=1.[NH2:41][C@:42]1([C:47]([NH:49][S:50]([CH:53]2[CH2:55][CH2:54]2)(=[O:52])=[O:51])=[O:48])[CH2:44][C@H:43]1[CH:45]=[CH2:46].CN(C(ON1N=NC2C=CC=NC1=2)=[N+](C)C)C.F[P-](F)(F)(F)(F)F.CCN(C(C)C)C(C)C. The catalyst is CO.CN(C=O)C. The product is [CH:53]1([S:50]([NH:49][C:47]([C@@:42]2([NH:41][C:24]([C:23]3[CH:22]=[C:21]([C:18]4[CH:19]=[CH:20][C:10]5[O:9][C:8]([C:5]6[CH:6]=[CH:7][C:2]([F:1])=[CH:3][CH:4]=6)=[C:12]([C:13]([NH:14][CH3:15])=[O:16])[C:11]=5[CH:17]=4)[CH:29]=[CH:28][CH:27]=3)=[O:25])[CH2:44][C@H:43]2[CH:45]=[CH2:46])=[O:48])(=[O:52])=[O:51])[CH2:55][CH2:54]1. The yield is 0.540. (6) The reactants are [Br:1][C:2]1[CH:7]=[CH:6][C:5]([S:8][CH2:9][CH:10]2[CH2:15][CH2:14][O:13][CH2:12][CH2:11]2)=[CH:4][CH:3]=1.[OH:16]OS([O-])=O.[K+].[OH2:22]. The catalyst is C1COCC1. The product is [Br:1][C:2]1[CH:3]=[CH:4][C:5]([S:8]([CH2:9][CH:10]2[CH2:15][CH2:14][O:13][CH2:12][CH2:11]2)(=[O:16])=[O:22])=[CH:6][CH:7]=1. The yield is 0.835. (7) The reactants are [H-].[Na+].[CH3:3][O:4][C:5]1[CH:10]=[CH:9][C:8]([OH:11])=[CH:7][CH:6]=1.Cl[C@@H:13]([CH2:17][CH3:18])[C:14](O)=[O:15].Cl.C(N1C=CN=C1)([N:22]1C=CN=C1)=O.N. The catalyst is O.O1CCCC1.O1CCOCC1. The product is [CH3:3][O:4][C:5]1[CH:10]=[CH:9][C:8]([O:11][C@@H:13]([CH2:17][CH3:18])[C:14]([NH2:22])=[O:15])=[CH:7][CH:6]=1. The yield is 0.870. (8) The reactants are [CH3:1][O:2][C:3]1[CH:4]=[C:5]([C@H:11]([N:13]2[CH2:18][CH2:17][NH:16][CH2:15][CH2:14]2)[CH3:12])[CH:6]=[CH:7][C:8]=1[O:9][CH3:10].Br[C:20]1[CH:21]=[CH:22][C:23]([Cl:28])=[C:24]([O:26][CH3:27])[CH:25]=1.CC(C)([O-])C.[K+].Cl. The catalyst is C1(C)C=CC=CC=1.C1C=CC(/C=C/C(/C=C/C2C=CC=CC=2)=O)=CC=1.C1C=CC(/C=C/C(/C=C/C2C=CC=CC=2)=O)=CC=1.C1C=CC(/C=C/C(/C=C/C2C=CC=CC=2)=O)=CC=1.[Pd].[Pd]. The product is [Cl:28][C:23]1[CH:22]=[CH:21][C:20]([N:16]2[CH2:15][CH2:14][N:13]([C@@H:11]([C:5]3[CH:6]=[CH:7][C:8]([O:9][CH3:10])=[C:3]([O:2][CH3:1])[CH:4]=3)[CH3:12])[CH2:18][CH2:17]2)=[CH:25][C:24]=1[O:26][CH3:27]. The yield is 0.530. (9) The reactants are [Cl:1][C:2]1[C:7]([OH:8])=[CH:6][CH:5]=[CH:4][N:3]=1.[CH3:9][O-].[Na+].IC. The catalyst is CN(C=O)C. The product is [Cl:1][C:2]1[C:7]([O:8][CH3:9])=[CH:6][CH:5]=[CH:4][N:3]=1. The yield is 0.790. (10) The product is [Br:14][C:15]1[C:16]([F:23])=[C:17]([CH:18]([C:2]2[CH:7]=[N:6][CH:5]=[CH:4][N:3]=2)[OH:19])[CH:20]=[CH:21][CH:22]=1. The reactants are I[C:2]1[CH:7]=[N:6][CH:5]=[CH:4][N:3]=1.C([Mg]Cl)CCC.[Br:14][C:15]1[C:16]([F:23])=[C:17]([CH:20]=[CH:21][CH:22]=1)[CH:18]=[O:19]. The catalyst is C1COCC1.C(Cl)Cl. The yield is 0.622.